From a dataset of Catalyst prediction with 721,799 reactions and 888 catalyst types from USPTO. Predict which catalyst facilitates the given reaction. Reactant: Cl.[NH2:2][OH:3].[OH-].[K+].C[O:7][C:8]([CH:10]([NH:15][C:16](=[O:22])[O:17][C:18]([CH3:21])([CH3:20])[CH3:19])[CH:11]([CH3:14])[CH2:12][CH3:13])=O.O. Product: [OH:3][NH:2][C:8]([CH:10]([NH:15][C:16](=[O:22])[O:17][C:18]([CH3:21])([CH3:20])[CH3:19])[CH:11]([CH3:14])[CH2:12][CH3:13])=[O:7]. The catalyst class is: 130.